From a dataset of Full USPTO retrosynthesis dataset with 1.9M reactions from patents (1976-2016). Predict the reactants needed to synthesize the given product. (1) Given the product [CH3:23][C:24]1([CH3:40])[C:32]2[C:27](=[CH:28][CH:29]=[C:30]([N:33]3[C:37](=[O:38])[C:36](=[N:19][NH:2][C:3]4[C:4]([OH:18])=[C:5]([C:10]5[S:14][C:13]([C:15]([OH:17])=[O:16])=[CH:12][CH:11]=5)[CH:6]=[C:7]([CH3:9])[CH:8]=4)[C:35]([CH3:39])=[N:34]3)[CH:31]=2)[CH2:26][CH2:25]1, predict the reactants needed to synthesize it. The reactants are: Br.[NH2:2][C:3]1[C:4]([OH:18])=[C:5]([C:10]2[S:14][C:13]([C:15]([OH:17])=[O:16])=[CH:12][CH:11]=2)[CH:6]=[C:7]([CH3:9])[CH:8]=1.[N:19]([O-])=O.[Na+].[CH3:23][C:24]1([CH3:40])[C:32]2[C:27](=[CH:28][CH:29]=[C:30]([N:33]3[C:37](=[O:38])[CH2:36][C:35]([CH3:39])=[N:34]3)[CH:31]=2)[CH2:26][CH2:25]1.C(=O)(O)[O-].[Na+]. (2) Given the product [CH3:17][C:18]1[C:22]([C:23]([N:25]2[CH2:30][CH2:29][CH2:28][CH2:27][CH2:26]2)=[O:24])=[CH:21][NH:20][C:19]=1[CH:31]=[C:9]1[C:8]2[C:12](=[CH:13][CH:14]=[CH:15][C:7]=2[C:4]2[CH:5]=[CH:6][N:1]=[CH:2][CH:3]=2)[NH:11][C:10]1=[O:16], predict the reactants needed to synthesize it. The reactants are: [N:1]1[CH:6]=[CH:5][C:4]([C:7]2[CH:15]=[CH:14][CH:13]=[C:12]3[C:8]=2[CH2:9][C:10](=[O:16])[NH:11]3)=[CH:3][CH:2]=1.[CH3:17][C:18]1[C:22]([C:23]([N:25]2[CH2:30][CH2:29][CH2:28][CH2:27][CH2:26]2)=[O:24])=[CH:21][NH:20][C:19]=1[CH:31]=O.N1CCCCC1. (3) Given the product [CH2:1]([O:8][C:9]1[C:10]([O:30][CH3:31])=[CH:11][C:12]2[CH2:21][CH:20]([CH3:22])[N:19]3[C:14](=[CH:15][C:16](=[O:28])[C:17]([C:23]([OH:25])=[O:24])=[CH:18]3)[C:13]=2[CH:29]=1)[C:2]1[CH:7]=[CH:6][CH:5]=[CH:4][CH:3]=1, predict the reactants needed to synthesize it. The reactants are: [CH2:1]([O:8][C:9]1[C:10]([O:30][CH3:31])=[CH:11][C:12]2[CH2:21][CH:20]([CH3:22])[N:19]3[C:14](=[CH:15][C:16](=[O:28])[C:17]([C:23]([O:25]CC)=[O:24])=[CH:18]3)[C:13]=2[CH:29]=1)[C:2]1[CH:7]=[CH:6][CH:5]=[CH:4][CH:3]=1.[OH-].[Na+].Cl. (4) Given the product [O:1]=[C:2]1[C:10]2([CH2:14][O:13][C:12]3[CH:15]=[C:16]4[C:20](=[CH:21][C:11]2=3)[CH2:19][CH2:18][CH2:17]4)[C:9]2[C:4](=[CH:5][CH:6]=[CH:7][CH:8]=2)[N:3]1[CH2:22][C:23]([OH:25])=[O:24], predict the reactants needed to synthesize it. The reactants are: [O:1]=[C:2]1[C:10]2([CH2:14][O:13][C:12]3[CH:15]=[C:16]4[C:20](=[CH:21][C:11]2=3)[CH2:19][CH2:18][CH2:17]4)[C:9]2[C:4](=[CH:5][CH:6]=[CH:7][CH:8]=2)[N:3]1[CH2:22][C:23]([O:25]CC)=[O:24].O=C1C2(C3=CC4OCOC=4C=C3OC2)C2C(=CC=CC=2)N1CC(OCC)=O. (5) Given the product [F:32][C:27]1[CH:28]=[CH:29][CH:30]=[CH:31][C:26]=1[CH2:25][NH:24][CH2:23][CH2:22][O:21][C@@H:20]1[CH2:19][NH:18][CH2:17][C@@H:16]1[CH2:15][C:13]1[N:14]=[C:9]([NH2:8])[CH:10]=[C:11]([CH3:40])[CH:12]=1, predict the reactants needed to synthesize it. The reactants are: C(OC([N:8](C(OC(C)(C)C)=O)[C:9]1[N:14]=[C:13]([CH2:15][C@@H:16]2[C@H:20]([O:21][CH2:22][CH2:23][NH:24][CH2:25][C:26]3[CH:31]=[CH:30][CH:29]=[CH:28][C:27]=3[F:32])[CH2:19][N:18](C(OC(C)(C)C)=O)[CH2:17]2)[CH:12]=[C:11]([CH3:40])[CH:10]=1)=O)(C)(C)C.Cl. (6) Given the product [I:17][C:18]1[CH:23]=[CH:22][C:21]([N:7]2[C:8]3[CH:9]=[CH:10][CH:11]=[CH:12][C:13]=3[C:14]3[CH2:1][N:2]4[CH2:3][CH2:4][CH:5]([C:6]2=3)[CH2:15][CH2:16]4)=[CH:20][CH:19]=1, predict the reactants needed to synthesize it. The reactants are: [CH2:1]1[C:14]2[C:13]3[CH:12]=[CH:11][CH:10]=[CH:9][C:8]=3[NH:7][C:6]=2[CH:5]2[CH2:15][CH2:16][N:2]1[CH2:3][CH2:4]2.[I:17][C:18]1[CH:23]=[CH:22][C:21](I)=[CH:20][CH:19]=1.C([O-])(=O)C.[Cs+].